Dataset: NCI-60 drug combinations with 297,098 pairs across 59 cell lines. Task: Regression. Given two drug SMILES strings and cell line genomic features, predict the synergy score measuring deviation from expected non-interaction effect. (1) Drug 1: C1=CN(C=N1)CC(O)(P(=O)(O)O)P(=O)(O)O. Drug 2: CC1C(C(CC(O1)OC2CC(OC(C2O)C)OC3=CC4=CC5=C(C(=O)C(C(C5)C(C(=O)C(C(C)O)O)OC)OC6CC(C(C(O6)C)O)OC7CC(C(C(O7)C)O)OC8CC(C(C(O8)C)O)(C)O)C(=C4C(=C3C)O)O)O)O. Cell line: HCC-2998. Synergy scores: CSS=36.4, Synergy_ZIP=0.798, Synergy_Bliss=-0.626, Synergy_Loewe=-29.2, Synergy_HSA=-1.39. (2) Drug 1: CC1=C(C(CCC1)(C)C)C=CC(=CC=CC(=CC(=O)O)C)C. Drug 2: CCN(CC)CCCC(C)NC1=C2C=C(C=CC2=NC3=C1C=CC(=C3)Cl)OC. Cell line: NCI-H322M. Synergy scores: CSS=11.5, Synergy_ZIP=-4.41, Synergy_Bliss=-3.80, Synergy_Loewe=-1.36, Synergy_HSA=-1.99. (3) Drug 1: CC12CCC3C(C1CCC2=O)CC(=C)C4=CC(=O)C=CC34C. Drug 2: CN(CCCl)CCCl.Cl. Cell line: A549. Synergy scores: CSS=42.0, Synergy_ZIP=-6.14, Synergy_Bliss=-1.08, Synergy_Loewe=-1.28, Synergy_HSA=-0.942. (4) Drug 1: CC1=C2C(C(=O)C3(C(CC4C(C3C(C(C2(C)C)(CC1OC(=O)C(C(C5=CC=CC=C5)NC(=O)OC(C)(C)C)O)O)OC(=O)C6=CC=CC=C6)(CO4)OC(=O)C)OC)C)OC. Drug 2: CCC1(CC2CC(C3=C(CCN(C2)C1)C4=CC=CC=C4N3)(C5=C(C=C6C(=C5)C78CCN9C7C(C=CC9)(C(C(C8N6C=O)(C(=O)OC)O)OC(=O)C)CC)OC)C(=O)OC)O.OS(=O)(=O)O. Cell line: MDA-MB-231. Synergy scores: CSS=45.1, Synergy_ZIP=-2.04, Synergy_Bliss=-2.15, Synergy_Loewe=-2.88, Synergy_HSA=1.58. (5) Drug 1: CCCCCOC(=O)NC1=NC(=O)N(C=C1F)C2C(C(C(O2)C)O)O. Drug 2: CC1=C(N=C(N=C1N)C(CC(=O)N)NCC(C(=O)N)N)C(=O)NC(C(C2=CN=CN2)OC3C(C(C(C(O3)CO)O)O)OC4C(C(C(C(O4)CO)O)OC(=O)N)O)C(=O)NC(C)C(C(C)C(=O)NC(C(C)O)C(=O)NCCC5=NC(=CS5)C6=NC(=CS6)C(=O)NCCC[S+](C)C)O. Cell line: ACHN. Synergy scores: CSS=52.1, Synergy_ZIP=2.20, Synergy_Bliss=1.34, Synergy_Loewe=-32.8, Synergy_HSA=2.66. (6) Drug 1: CCCCCOC(=O)NC1=NC(=O)N(C=C1F)C2C(C(C(O2)C)O)O. Drug 2: C1CN(P(=O)(OC1)NCCCl)CCCl. Cell line: SNB-75. Synergy scores: CSS=-0.717, Synergy_ZIP=-1.40, Synergy_Bliss=-3.47, Synergy_Loewe=-3.17, Synergy_HSA=-3.21. (7) Drug 1: CNC(=O)C1=CC=CC=C1SC2=CC3=C(C=C2)C(=NN3)C=CC4=CC=CC=N4. Synergy scores: CSS=11.1, Synergy_ZIP=-9.04, Synergy_Bliss=-9.63, Synergy_Loewe=-21.4, Synergy_HSA=-14.4. Drug 2: CNC(=O)C1=NC=CC(=C1)OC2=CC=C(C=C2)NC(=O)NC3=CC(=C(C=C3)Cl)C(F)(F)F. Cell line: SK-MEL-5. (8) Drug 1: CC1=C(C=C(C=C1)NC2=NC=CC(=N2)N(C)C3=CC4=NN(C(=C4C=C3)C)C)S(=O)(=O)N.Cl. Drug 2: CC1=C(C(=O)C2=C(C1=O)N3CC4C(C3(C2COC(=O)N)OC)N4)N. Cell line: MDA-MB-435. Synergy scores: CSS=-0.272, Synergy_ZIP=-2.12, Synergy_Bliss=-6.18, Synergy_Loewe=-19.2, Synergy_HSA=-9.84. (9) Cell line: SK-OV-3. Drug 2: CN(CCCl)CCCl.Cl. Drug 1: CC1=C(N=C(N=C1N)C(CC(=O)N)NCC(C(=O)N)N)C(=O)NC(C(C2=CN=CN2)OC3C(C(C(C(O3)CO)O)O)OC4C(C(C(C(O4)CO)O)OC(=O)N)O)C(=O)NC(C)C(C(C)C(=O)NC(C(C)O)C(=O)NCCC5=NC(=CS5)C6=NC(=CS6)C(=O)NCCC[S+](C)C)O. Synergy scores: CSS=15.9, Synergy_ZIP=-7.06, Synergy_Bliss=-6.40, Synergy_Loewe=-1.86, Synergy_HSA=-1.64.